From a dataset of Reaction yield outcomes from USPTO patents with 853,638 reactions. Predict the reaction yield, written as a fraction of the theoretical maximum amount of product (1.0 means a 100% yield; for example, 0.34 means a 34% yield). The reactants are [C:1]([O:5][C:6]([C:8]1[S:31][C:11]2[CH2:12][CH2:13][C:14]3[CH:15]=[N:16][C:17]([NH:20][C:21]4[CH:26]=[CH:25][CH:24]=[C:23]([S:27](=[O:30])(=[O:29])[NH2:28])[CH:22]=4)=[N:18][C:19]=3[C:10]=2[CH:9]=1)=[O:7])([CH3:4])([CH3:3])[CH3:2].ClC1C(=O)C(C#N)=C(C#N)C(=O)C=1Cl. The catalyst is O1CCOCC1. The product is [C:1]([O:5][C:6]([C:8]1[S:31][C:11]2=[CH:12][CH:13]=[C:14]3[C:19]([N:18]=[C:17]([NH:20][C:21]4[CH:26]=[CH:25][CH:24]=[C:23]([S:27](=[O:29])(=[O:30])[NH2:28])[CH:22]=4)[N:16]=[CH:15]3)=[C:10]2[CH:9]=1)=[O:7])([CH3:4])([CH3:2])[CH3:3]. The yield is 0.380.